Dataset: Forward reaction prediction with 1.9M reactions from USPTO patents (1976-2016). Task: Predict the product of the given reaction. (1) Given the reactants [OH:1][C:2]1[CH:31]=[CH:30][C:5]([CH2:6][C:7]2[CH:8]=[C:9]3[C:14](=[C:15]4[N:20]([CH3:21])[CH2:19][CH:18]=[CH:17][C:16]=24)[N:13]=[CH:12][N:11]([C@H:22]2[CH2:27][CH2:26][CH2:25][CH2:24][C@@H:23]2[OH:28])[C:10]3=[O:29])=[CH:4][CH:3]=1.C(N(CC)CC)C.[CH3:39][N:40]([CH3:44])[C:41](Cl)=[O:42], predict the reaction product. The product is: [CH3:39][N:40]([CH3:44])[C:41](=[O:42])[O:1][C:2]1[CH:3]=[CH:4][C:5]([CH2:6][C:7]2[CH:8]=[C:9]3[C:14](=[C:15]4[N:20]([CH3:21])[CH2:19][CH:18]=[CH:17][C:16]=24)[N:13]=[CH:12][N:11]([C@H:22]2[CH2:27][CH2:26][CH2:25][CH2:24][C@@H:23]2[OH:28])[C:10]3=[O:29])=[CH:30][CH:31]=1. (2) Given the reactants [ClH:1].C(OC([NH:9][CH2:10][C@H:11]1[CH2:16][CH2:15][C@H:14]([C:17]([NH:19][C@H:20]([C:52](=[O:65])[NH:53][C:54]2[CH:59]=[CH:58][C:57]([C:60]3[N:61]=[N:62][NH:63][N:64]=3)=[CH:56][CH:55]=2)[CH2:21][C:22]2[CH:23]=[CH:24][C:25]([O:50][CH3:51])=[C:26]([C:28]3[CH:33]=[CH:32][C:31]([C:34]([NH:36][C@@H:37]4[CH2:41][CH2:40][N:39](C(OC(C)(C)C)=O)[CH2:38]4)=[O:35])=[CH:30][C:29]=3[CH3:49])[CH:27]=2)=[O:18])[CH2:13][CH2:12]1)=O)(C)(C)C, predict the reaction product. The product is: [ClH:1].[NH2:9][CH2:10][C@H:11]1[CH2:16][CH2:15][C@H:14]([C:17]([NH:19][C@H:20]([C:52](=[O:65])[NH:53][C:54]2[CH:55]=[CH:56][C:57]([C:60]3[N:61]=[N:62][NH:63][N:64]=3)=[CH:58][CH:59]=2)[CH2:21][C:22]2[CH:23]=[CH:24][C:25]([O:50][CH3:51])=[C:26]([C:28]3[CH:33]=[CH:32][C:31]([C:34]([NH:36][C@@H:37]4[CH2:41][CH2:40][NH:39][CH2:38]4)=[O:35])=[CH:30][C:29]=3[CH3:49])[CH:27]=2)=[O:18])[CH2:13][CH2:12]1. (3) Given the reactants C(OC([NH:8][C@H:9]1[CH2:14][CH2:13][C@H:12]([O:15][CH2:16][CH:17]=[CH2:18])[CH2:11][CH2:10]1)=O)(C)(C)C, predict the reaction product. The product is: [CH2:16]([O:15][C@H:12]1[CH2:13][CH2:14][C@H:9]([NH2:8])[CH2:10][CH2:11]1)[CH2:17][CH3:18]. (4) Given the reactants CN(C(ON1N=NC2C=CC=NC1=2)=[N+](C)C)C.F[P-](F)(F)(F)(F)F.[C:25]([O:29][C:30]([N:32]1[CH2:37][CH2:36][C:35]([C:41]#[N:42])([C:38]([OH:40])=O)[CH2:34][CH2:33]1)=[O:31])([CH3:28])([CH3:27])[CH3:26].[Cl:43][C:44]1[N:49]=[CH:48][C:47]([CH2:50][NH2:51])=[CH:46][CH:45]=1.CCN(C(C)C)C(C)C, predict the reaction product. The product is: [Cl:43][C:44]1[N:49]=[CH:48][C:47]([CH2:50][NH:51][C:38]([C:35]2([C:41]#[N:42])[CH2:34][CH2:33][N:32]([C:30]([O:29][C:25]([CH3:26])([CH3:27])[CH3:28])=[O:31])[CH2:37][CH2:36]2)=[O:40])=[CH:46][CH:45]=1. (5) Given the reactants [H-].[Na+].[CH2:3]([O:5][C:6]1[CH:13]=[CH:12][C:9]([CH:10]=O)=[CH:8][CH:7]=1)[CH3:4].P(=O)([O-])[O-].[C@H:18](O)([C:24]([O-:26])=[O:25])[C@@H:18](O)[C:24]([O-:26])=[O:25].[Na+].[K+].[CH2:30]1COCC1, predict the reaction product. The product is: [CH2:3]([O:5][C:6]1[CH:13]=[CH:12][C:9](/[CH:10]=[CH:18]/[C:24]([O:26][CH3:30])=[O:25])=[CH:8][CH:7]=1)[CH3:4]. (6) Given the reactants [CH2:1]1CC=CCCC=C1.I[Pt:10]I.[N:12]1[CH:17]=[CH:16][CH:15]=[CH:14][C:13]=1[C:18]1[CH:23]=[CH:22][CH:21]=[C:20]([C:24]2[CH:29]=[CH:28][CH:27]=[CH:26][N:25]=2)[N:19]=1, predict the reaction product. The product is: [N:25]1[CH:26]=[CH:27][CH:28]=[CH:29][C:24]=1[C:20]1[CH:21]=[CH:22][CH:23]=[C:18]([C:13]2[CH:14]=[CH:15][CH:16]=[CH:17][N:12]=2)[N:19]=1.[N:25]1[CH:24]=[CH:29][C:28]([CH3:1])=[CH:27][CH:26]=1.[Pt+2:10]. (7) Given the reactants [I:1]I.[F:3][C:4]1[CH:5]=[C:6]([CH:14]=[C:15]([C:18]2[CH:26]=[C:25]3[C:21]([CH:22]=[N:23][NH:24]3)=[CH:20][CH:19]=2)[C:16]=1[CH3:17])[C:7]([O:9][C:10]([CH3:13])([CH3:12])[CH3:11])=[O:8].S(=O)(O)[O-].[Na+].C(O)(=O)CC(CC(O)=O)(C(O)=O)O, predict the reaction product. The product is: [F:3][C:4]1[CH:5]=[C:6]([CH:14]=[C:15]([C:18]2[CH:26]=[C:25]3[C:21]([C:22]([I:1])=[N:23][NH:24]3)=[CH:20][CH:19]=2)[C:16]=1[CH3:17])[C:7]([O:9][C:10]([CH3:11])([CH3:13])[CH3:12])=[O:8]. (8) The product is: [Cl:1][C:2]1[CH:3]=[C:4]([NH:9][CH2:10][CH2:11][C:12]2[CH:17]=[CH:16][CH:15]=[C:14]([O:18][CH2:19][C:20]3[CH:21]=[CH:22][CH:23]=[CH:24][CH:25]=3)[CH:13]=2)[CH:5]=[CH:6][C:7]=1[Cl:8]. Given the reactants [Cl:1][C:2]1[CH:3]=[C:4]([NH:9][C:10](=O)[CH2:11][C:12]2[CH:17]=[CH:16][CH:15]=[C:14]([O:18][CH2:19][C:20]3[CH:25]=[CH:24][CH:23]=[CH:22][CH:21]=3)[CH:13]=2)[CH:5]=[CH:6][C:7]=1[Cl:8].Cl.[OH-].[K+], predict the reaction product. (9) Given the reactants O=[C:2]1[NH:7][N:6]=[C:5]2[CH2:8][CH2:9][N:10]([C:11]([O:13][CH2:14][C:15]3[CH:20]=[CH:19][CH:18]=[CH:17][CH:16]=3)=[O:12])[C:4]2=[CH:3]1.P(Cl)(Cl)([Cl:23])=O, predict the reaction product. The product is: [Cl:23][C:2]1[N:7]=[N:6][C:5]2[CH2:8][CH2:9][N:10]([C:11]([O:13][CH2:14][C:15]3[CH:20]=[CH:19][CH:18]=[CH:17][CH:16]=3)=[O:12])[C:4]=2[CH:3]=1.